From a dataset of Forward reaction prediction with 1.9M reactions from USPTO patents (1976-2016). Predict the product of the given reaction. (1) Given the reactants C([NH:8][CH:9]1[CH2:18][CH2:17][C:16]2[C:11](=[CH:12][C:13]([O:19][CH3:20])=[CH:14][CH:15]=2)[CH2:10]1)C1C=CC=CC=1.C(O)C, predict the reaction product. The product is: [CH3:20][O:19][C:13]1[CH:12]=[C:11]2[C:16]([CH2:17][CH2:18][CH:9]([NH2:8])[CH2:10]2)=[CH:15][CH:14]=1. (2) Given the reactants Cl[C:2]1[N:7]=[CH:6][N:5]=[C:4]2[C:8]3[C:14]4[CH2:15][C:16]([CH3:19])([CH3:18])[CH2:17][C:13]=4[C:12]([N:20]([CH3:22])[CH3:21])=[N:11][C:9]=3[S:10][C:3]=12.[N:23]1([CH2:29][CH2:30][NH2:31])[CH2:28][CH2:27][O:26][CH2:25][CH2:24]1, predict the reaction product. The product is: [CH3:21][N:20]([CH3:22])[C:12]1[C:13]2[CH2:17][C:16]([CH3:19])([CH3:18])[CH2:15][C:14]=2[C:8]2[C:4]3=[N:5][CH:6]=[N:7][C:2]([NH:31][CH2:30][CH2:29][N:23]4[CH2:28][CH2:27][O:26][CH2:25][CH2:24]4)=[C:3]3[S:10][C:9]=2[N:11]=1. (3) Given the reactants Br[C:2]1[CH:7]=[C:6]([F:8])[CH:5]=[C:4]([F:9])[CH:3]=1.[O:10]1[CH2:15][CH2:14][C:13](=[O:16])[CH2:12][CH2:11]1, predict the reaction product. The product is: [F:9][C:4]1[CH:3]=[C:2]([C:13]2([OH:16])[CH2:14][CH2:15][O:10][CH2:11][CH2:12]2)[CH:7]=[C:6]([F:8])[CH:5]=1. (4) Given the reactants [CH3:1][O:2][C:3]1[CH:20]=[CH:19][C:18]2[C@@H:17]3[C@:8]([CH:28]=[CH2:29])([C@H:9]4[C@@:13]([CH2:15][CH2:16]3)([CH3:14])[C@@H:12]([O:21][CH:22]3[CH2:27][CH2:26][CH2:25][CH2:24][O:23]3)[CH2:11][CH2:10]4)[CH2:7][CH2:6][C:5]=2[CH:4]=1.C1COCC1, predict the reaction product. The product is: [CH2:28]([C@@:8]12[CH2:7][CH2:6][C:5]3[CH:4]=[C:3]([O:2][CH3:1])[CH:20]=[CH:19][C:18]=3[C@H:17]1[CH2:16][CH2:15][C@@:13]1([CH3:14])[C@H:9]2[CH2:10][CH2:11][C@@H:12]1[O:21][CH:22]1[CH2:27][CH2:26][CH2:25][CH2:24][O:23]1)[CH3:29]. (5) The product is: [N:22]1([C:26]([C:28]2[CH:29]=[N:30][N:31]([CH3:38])[C:32]=2[C:33]([NH:8][C:7]2[CH:6]=[CH:5][N:4]3[N:9]=[C:10]([C:12]4[CH:13]=[CH:14][CH:15]=[CH:16][CH:17]=4)[N:11]=[C:3]3[C:2]=2[CH3:1])=[O:34])=[O:27])[CH2:23][CH2:24][CH2:25]1. Given the reactants [CH3:1][C:2]1[C:3]2[N:4]([N:9]=[C:10]([C:12]3[CH:17]=[CH:16][CH:15]=[CH:14][CH:13]=3)[N:11]=2)[CH:5]=[CH:6][C:7]=1[NH2:8].C[Al](C)C.[N:22]1([C:26]([C:28]2[CH:29]=[N:30][N:31]([CH3:38])[C:32]=2[C:33](OCC)=[O:34])=[O:27])[CH2:25][CH2:24][CH2:23]1, predict the reaction product. (6) The product is: [NH:1]1[CH:5]=[C:4]([CH2:6][CH2:7][O:8][C:9]2[C:18]3[C:17](=[O:19])[N:16]([CH3:20])[CH:15]=[N:14][C:13]=3[CH:12]=[C:11]([C:31]3[CH:30]=[CH:29][C:28]([N:25]4[CH2:24][CH2:23][O:22][CH2:27][CH2:26]4)=[CH:33][CH:32]=3)[N:10]=2)[CH:3]=[N:2]1. Given the reactants [NH:1]1[CH:5]=[C:4]([CH2:6][CH2:7][O:8][C:9]2[C:18]3[C:17](=[O:19])[N:16]([CH3:20])[CH:15]=[N:14][C:13]=3[CH:12]=[C:11](Cl)[N:10]=2)[CH:3]=[N:2]1.[O:22]1[CH2:27][CH2:26][N:25]([C:28]2[CH:33]=[CH:32][C:31](B3OC(C)(C)C(C)(C)O3)=[CH:30][CH:29]=2)[CH2:24][CH2:23]1.C([O-])([O-])=O.[Na+].[Na+], predict the reaction product. (7) Given the reactants [CH:1]([C:4]1[C:12]2[C:7](=[N:8][CH:9]=[CH:10][C:11]=2[C:13]2[CH:14]=[N:15][C:16]3[C:21]([CH:22]=2)=[CH:20][CH:19]=[CH:18][CH:17]=3)[N:6]([C:23]2[CH:30]=[CH:29][C:26]([C:27]#[N:28])=[C:25]([NH:31][C:32]3[CH:37]=[CH:36][C:35]([N:38]4[CH2:43][CH2:42][O:41][CH2:40][CH2:39]4)=[CH:34][CH:33]=3)[CH:24]=2)[N:5]=1)([CH3:3])[CH3:2].[O:44]1CCN(C2C=CC(N)=CC=2)CC1, predict the reaction product. The product is: [CH:1]([C:4]1[C:12]2[C:7](=[N:8][CH:9]=[CH:10][C:11]=2[C:13]2[CH:14]=[N:15][C:16]3[C:21]([CH:22]=2)=[CH:20][CH:19]=[CH:18][CH:17]=3)[N:6]([C:23]2[CH:30]=[CH:29][C:26]([C:27]([NH2:28])=[O:44])=[C:25]([NH:31][C:32]3[CH:37]=[CH:36][C:35]([N:38]4[CH2:39][CH2:40][O:41][CH2:42][CH2:43]4)=[CH:34][CH:33]=3)[CH:24]=2)[N:5]=1)([CH3:3])[CH3:2]. (8) The product is: [C:10]([NH:26][C:24]([C:6]1[CH:5]=[C:9]([C:10]2[CH:11]=[CH:12][C:13]([CH2:16][NH:17][S:28]([CH3:27])(=[O:30])=[O:29])=[CH:14][CH:15]=2)[N:8]([C:18]2[CH:19]=[N:20][CH:21]=[CH:22][CH:23]=2)[N:7]=1)=[O:25])([CH3:15])([CH3:11])[CH3:9]. Given the reactants C([C:5]1[C:6]([C:24]([NH2:26])=[O:25])=[N:7][N:8]([C:18]2[CH:19]=[N:20][CH:21]=[CH:22][CH:23]=2)[C:9]=1[C:10]1[CH:15]=[CH:14][C:13]([CH2:16][NH2:17])=[CH:12][CH:11]=1)(C)(C)C.[CH3:27][S:28](Cl)(=[O:30])=[O:29], predict the reaction product.